Task: Predict the product of the given reaction.. Dataset: Forward reaction prediction with 1.9M reactions from USPTO patents (1976-2016) (1) Given the reactants Br[C:2]1([C:31]2[CH:36]=[CH:35][C:34]([CH:37]=[CH2:38])=[CH:33][CH:32]=2)[C:6]([C:7]2[CH:12]=[CH:11][CH:10]=[CH:9][CH:8]=2)=[C:5]([C:13]2[CH:18]=[CH:17][CH:16]=[CH:15][CH:14]=2)[C:4]([C:19]2[CH:24]=[CH:23][CH:22]=[CH:21][CH:20]=2)=[C:3]1[C:25]1[CH:30]=[CH:29][CH:28]=[CH:27][CH:26]=1.[Li+].[AlH4-].Cl, predict the reaction product. The product is: [C:7]1([C:6]2[CH:2]([C:31]3[CH:36]=[CH:35][C:34]([CH:37]=[CH2:38])=[CH:33][CH:32]=3)[C:3]([C:25]3[CH:26]=[CH:27][CH:28]=[CH:29][CH:30]=3)=[C:4]([C:19]3[CH:20]=[CH:21][CH:22]=[CH:23][CH:24]=3)[C:5]=2[C:13]2[CH:14]=[CH:15][CH:16]=[CH:17][CH:18]=2)[CH:12]=[CH:11][CH:10]=[CH:9][CH:8]=1. (2) Given the reactants [Cl:1][C:2]1[C:11]([O:12][CH:13]2[CH2:18][CH2:17][CH2:16][CH2:15][O:14]2)=[CH:10][CH:9]=[C:8]2[C:3]=1[C:4]([CH3:33])=[C:5]([C:26]1[CH:31]=[CH:30][C:29]([F:32])=[CH:28][CH:27]=1)[CH:6]([C:19]1[CH:24]=[CH:23][C:22](I)=[CH:21][CH:20]=1)[O:7]2.[F:34][CH2:35][CH:36]1[CH2:39][N:38]([CH2:40][CH2:41][OH:42])[CH2:37]1, predict the reaction product. The product is: [Cl:1][C:2]1[C:11]([O:12][CH:13]2[CH2:18][CH2:17][CH2:16][CH2:15][O:14]2)=[CH:10][CH:9]=[C:8]2[C:3]=1[C:4]([CH3:33])=[C:5]([C:26]1[CH:31]=[CH:30][C:29]([F:32])=[CH:28][CH:27]=1)[CH:6]([C:19]1[CH:24]=[CH:23][C:22]([O:42][CH2:41][CH2:40][N:38]3[CH2:39][CH:36]([CH2:35][F:34])[CH2:37]3)=[CH:21][CH:20]=1)[O:7]2.